Dataset: NCI-60 drug combinations with 297,098 pairs across 59 cell lines. Task: Regression. Given two drug SMILES strings and cell line genomic features, predict the synergy score measuring deviation from expected non-interaction effect. (1) Drug 1: CC(CN1CC(=O)NC(=O)C1)N2CC(=O)NC(=O)C2. Drug 2: C1=CC(=CC=C1C#N)C(C2=CC=C(C=C2)C#N)N3C=NC=N3. Cell line: UACC-257. Synergy scores: CSS=-3.21, Synergy_ZIP=-0.708, Synergy_Bliss=-4.68, Synergy_Loewe=-5.61, Synergy_HSA=-6.16. (2) Drug 2: CC1=C(C=C(C=C1)NC(=O)C2=CC=C(C=C2)CN3CCN(CC3)C)NC4=NC=CC(=N4)C5=CN=CC=C5. Synergy scores: CSS=3.22, Synergy_ZIP=5.79, Synergy_Bliss=5.54, Synergy_Loewe=-1.45, Synergy_HSA=-0.677. Cell line: CAKI-1. Drug 1: C1CC(=O)NC(=O)C1N2CC3=C(C2=O)C=CC=C3N.